Dataset: Forward reaction prediction with 1.9M reactions from USPTO patents (1976-2016). Task: Predict the product of the given reaction. (1) Given the reactants [Cl:1][C:2]1[N:7]=[C:6](Cl)[C:5]([CH3:9])=[C:4]([CH3:10])[N:3]=1.C(=O)([O-])[O-].[Cs+].[Cs+].[CH:17]1([NH2:23])[CH2:22][CH2:21][CH2:20][CH2:19][CH2:18]1, predict the reaction product. The product is: [Cl:1][C:2]1[N:7]=[C:6]([NH:23][CH:17]2[CH2:22][CH2:21][CH2:20][CH2:19][CH2:18]2)[C:5]([CH3:9])=[C:4]([CH3:10])[N:3]=1. (2) Given the reactants [O:1]=[C:2]1[C:10]([C:11]([OH:13])=O)=[C:5]2[CH2:6][CH2:7][CH2:8][CH2:9][N:4]2[N:3]1[C:14]1[CH:19]=[CH:18][CH:17]=[CH:16][CH:15]=1.[NH2:20][C:21]1[CH:37]=[CH:36][C:24]([O:25][C:26]2[CH:31]=[CH:30][N:29]=[C:28]([C:32]([NH2:34])=[O:33])[C:27]=2[Cl:35])=[CH:23][CH:22]=1.C1C=NC2N(O)N=NC=2C=1.CCN=C=NCCCN(C)C, predict the reaction product. The product is: [C:32]([C:28]1[C:27]([Cl:35])=[C:26]([O:25][C:24]2[CH:36]=[CH:37][C:21]([NH:20][C:11]([C:10]3[C:2](=[O:1])[N:3]([C:14]4[CH:15]=[CH:16][CH:17]=[CH:18][CH:19]=4)[N:4]4[CH2:9][CH2:8][CH2:7][CH2:6][C:5]=34)=[O:13])=[CH:22][CH:23]=2)[CH:31]=[CH:30][N:29]=1)(=[O:33])[NH2:34].